Predict the product of the given reaction. From a dataset of Forward reaction prediction with 1.9M reactions from USPTO patents (1976-2016). (1) The product is: [Cl:18][C:16]1[C:15]2[CH2:14][CH2:13][CH:12]([C:22]3[CH:27]=[CH:26][CH:25]=[CH:24][CH:23]=3)[C:11]=2[C:10]2[CH2:20][CH2:21][NH:6][CH2:7][CH2:8][C:9]=2[CH:17]=1. Given the reactants C(OC([N:6]1[CH2:21][CH2:20][C:10]2[C:11]3[C:12](=O)[CH2:13][CH2:14][C:15]=3[C:16]([Cl:18])=[CH:17][C:9]=2[CH2:8][CH2:7]1)=O)C.[C:22]1([Mg]Br)[CH:27]=[CH:26][CH:25]=[CH:24][CH:23]=1, predict the reaction product. (2) Given the reactants Cl[C:2]1[N:3]=[CH:4][C:5]2[S:10][CH:9]=[C:8]([C:11]([NH:13][C:14]3[CH:15]=[C:16]4[C:21](=[C:22]([CH2:24][CH3:25])[CH:23]=3)[N:20]=[CH:19][CH:18]=[CH:17]4)=[O:12])[C:6]=2[N:7]=1.[C:26]([NH:33][C@H:34]1[CH2:39][CH2:38][CH2:37][CH2:36][C@H:35]1[NH2:40])([O:28][C:29]([CH3:32])([CH3:31])[CH3:30])=[O:27].CCN(C(C)C)C(C)C, predict the reaction product. The product is: [C:29]([O:28][C:26](=[O:27])[NH:33][C@H:34]1[CH2:39][CH2:38][CH2:37][CH2:36][C@H:35]1[NH:40][C:2]1[N:3]=[CH:4][C:5]2[S:10][CH:9]=[C:8]([C:11](=[O:12])[NH:13][C:14]3[CH:15]=[C:16]4[C:21](=[C:22]([CH2:24][CH3:25])[CH:23]=3)[N:20]=[CH:19][CH:18]=[CH:17]4)[C:6]=2[N:7]=1)([CH3:32])([CH3:30])[CH3:31]. (3) Given the reactants [Cl:1][C:2]1[CH:7]=[CH:6][C:5]([CH2:8][C:9]([NH:11][C:12]2([CH:18]=O)[CH2:17][CH2:16][CH2:15][CH2:14][CH2:13]2)=[O:10])=[CH:4][CH:3]=1.[OH-].[Na+].O, predict the reaction product. The product is: [Cl:1][C:2]1[CH:7]=[CH:6][C:5]([C:8]2[C:9](=[O:10])[NH:11][C:12]3([CH2:17][CH2:16][CH2:15][CH2:14][CH2:13]3)[CH:18]=2)=[CH:4][CH:3]=1. (4) Given the reactants [CH3:1][CH:2]1[CH2:15][C:14](=[O:16])[CH2:13][CH2:12][CH2:11][CH2:10][CH2:9][CH2:8][CH2:7][CH2:6][CH2:5][C:4](=[O:17])[CH2:3]1.N(CCCC)(CCCC)CCCC.O, predict the reaction product. The product is: [OH:17][C:4]12[CH2:3][CH:2]([CH3:1])[CH2:15][C:14](=[O:16])[CH:13]1[CH2:12][CH2:11][CH2:10][CH2:9][CH2:8][CH2:7][CH2:6][CH2:5]2. (5) Given the reactants [OH-].[K+].[I:3][C:4]1[CH:5]=[C:6]([CH:9]=[O:10])[NH:7][CH:8]=1.Br[CH2:12][CH2:13][OH:14].C(O)(=O)C, predict the reaction product. The product is: [OH:14][CH2:13][CH2:12][N:7]1[CH:8]=[C:4]([I:3])[CH:5]=[C:6]1[CH:9]=[O:10]. (6) Given the reactants [F:1][C:2]([F:12])([F:11])[C:3]1[N:8]=[CH:7][C:6]([CH2:9][NH2:10])=[CH:5][CH:4]=1.[O:13]1[CH2:15][CH:14]1[CH:16]([NH:24][C:25](=[O:31])[O:26][C:27]([CH3:30])([CH3:29])[CH3:28])[CH2:17][C:18]1[CH:23]=[CH:22][CH:21]=[CH:20][CH:19]=1, predict the reaction product. The product is: [OH:13][C@H:14]([CH2:15][NH:10][CH2:9][C:6]1[CH:7]=[N:8][C:3]([C:2]([F:11])([F:1])[F:12])=[CH:4][CH:5]=1)[C@@H:16]([NH:24][C:25](=[O:31])[O:26][C:27]([CH3:29])([CH3:28])[CH3:30])[CH2:17][C:18]1[CH:23]=[CH:22][CH:21]=[CH:20][CH:19]=1. (7) Given the reactants COC([CH:5]1[C:12](=[O:13])[CH2:11][C:8]2([CH2:10][CH2:9]2)[NH:7][C:6]1=[O:14])=O, predict the reaction product. The product is: [CH2:9]1[C:8]2([CH2:11][C:12](=[O:13])[CH2:5][C:6](=[O:14])[NH:7]2)[CH2:10]1. (8) Given the reactants [F:1][C:2]1[CH:11]=[C:10]2[C:5]([C:6]([OH:15])=[C:7](C(O)=O)[CH:8]=[N:9]2)=[CH:4][CH:3]=1.C(=O)=O, predict the reaction product. The product is: [F:1][C:2]1[CH:11]=[C:10]2[C:5]([C:6]([OH:15])=[CH:7][CH:8]=[N:9]2)=[CH:4][CH:3]=1. (9) Given the reactants [NH2:1][C:2]1[CH:7]=[CH:6][CH:5]=[CH:4][CH:3]=1.[C:8]([O:16][CH3:17])(=[O:15])[C:9]#[C:10][C:11]([O:13][CH3:14])=[O:12].C(O)(=O)C.O=O, predict the reaction product. The product is: [NH:1]1[C:2]2[C:7](=[CH:6][CH:5]=[CH:4][CH:3]=2)[C:10]([C:11]([O:13][CH3:14])=[O:12])=[C:9]1[C:8]([O:16][CH3:17])=[O:15].